Dataset: NCI-60 drug combinations with 297,098 pairs across 59 cell lines. Task: Regression. Given two drug SMILES strings and cell line genomic features, predict the synergy score measuring deviation from expected non-interaction effect. (1) Drug 1: CC(CN1CC(=O)NC(=O)C1)N2CC(=O)NC(=O)C2. Drug 2: CN1C2=C(C=C(C=C2)N(CCCl)CCCl)N=C1CCCC(=O)O.Cl. Cell line: KM12. Synergy scores: CSS=31.2, Synergy_ZIP=-3.36, Synergy_Bliss=4.64, Synergy_Loewe=10.5, Synergy_HSA=11.2. (2) Drug 1: C1=CC(=CC=C1C#N)C(C2=CC=C(C=C2)C#N)N3C=NC=N3. Drug 2: C1=CN(C=N1)CC(O)(P(=O)(O)O)P(=O)(O)O. Cell line: OVCAR-4. Synergy scores: CSS=2.29, Synergy_ZIP=-1.53, Synergy_Bliss=0.216, Synergy_Loewe=0.741, Synergy_HSA=0.883. (3) Drug 1: CS(=O)(=O)C1=CC(=C(C=C1)C(=O)NC2=CC(=C(C=C2)Cl)C3=CC=CC=N3)Cl. Drug 2: CC1=C(N=C(N=C1N)C(CC(=O)N)NCC(C(=O)N)N)C(=O)NC(C(C2=CN=CN2)OC3C(C(C(C(O3)CO)O)O)OC4C(C(C(C(O4)CO)O)OC(=O)N)O)C(=O)NC(C)C(C(C)C(=O)NC(C(C)O)C(=O)NCCC5=NC(=CS5)C6=NC(=CS6)C(=O)NCCC[S+](C)C)O. Cell line: HCT116. Synergy scores: CSS=2.53, Synergy_ZIP=-13.2, Synergy_Bliss=-24.4, Synergy_Loewe=-48.0, Synergy_HSA=-24.6. (4) Drug 1: CCC1=CC2CC(C3=C(CN(C2)C1)C4=CC=CC=C4N3)(C5=C(C=C6C(=C5)C78CCN9C7C(C=CC9)(C(C(C8N6C)(C(=O)OC)O)OC(=O)C)CC)OC)C(=O)OC.C(C(C(=O)O)O)(C(=O)O)O. Drug 2: C1=CC=C(C=C1)NC(=O)CCCCCCC(=O)NO. Cell line: KM12. Synergy scores: CSS=64.2, Synergy_ZIP=12.8, Synergy_Bliss=11.3, Synergy_Loewe=12.7, Synergy_HSA=14.7.